From a dataset of Forward reaction prediction with 1.9M reactions from USPTO patents (1976-2016). Predict the product of the given reaction. (1) Given the reactants [F:1][C:2]1[CH:7]=[CH:6][C:5]([NH:8]/[N:9]=[CH:10]/[CH:11]=O)=[CH:4][CH:3]=1.[C:13](OCC)(=[O:20])[CH2:14][C:15]([O:17][CH2:18][CH3:19])=[O:16].N1CCCCC1.CCOC(C)=O, predict the reaction product. The product is: [F:1][C:2]1[CH:3]=[CH:4][C:5]([N:8]2[C:13](=[O:20])[C:14]([C:15]([O:17][CH2:18][CH3:19])=[O:16])=[CH:11][CH:10]=[N:9]2)=[CH:6][CH:7]=1. (2) Given the reactants [CH2:1]([N:8]1[C:16]2[C:11](=[CH:12][C:13]([C:17]3[CH:22]=[CH:21][C:20]([O:23][C:24]([F:27])([F:26])[F:25])=[CH:19][CH:18]=3)=[CH:14][CH:15]=2)[CH:10]=[C:9]1[C:28](OCC)=[O:29])[C:2]1[CH:7]=[CH:6][CH:5]=[CH:4][CH:3]=1.[Al].[Li], predict the reaction product. The product is: [CH2:1]([N:8]1[C:16]2[C:11](=[CH:12][C:13]([C:17]3[CH:22]=[CH:21][C:20]([O:23][C:24]([F:27])([F:25])[F:26])=[CH:19][CH:18]=3)=[CH:14][CH:15]=2)[CH:10]=[C:9]1[CH2:28][OH:29])[C:2]1[CH:3]=[CH:4][CH:5]=[CH:6][CH:7]=1. (3) Given the reactants [Br:1][C:2]1[CH:7]=[C:6]([CH3:8])[C:5]([OH:9])=[C:4]([O:10][CH3:11])[CH:3]=1.C([O-])([O-])=O.[K+].[K+].I[CH2:19][CH2:20][CH2:21][CH2:22][CH2:23][CH2:24][CH2:25][CH3:26], predict the reaction product. The product is: [Br:1][C:2]1[CH:7]=[C:6]([CH3:8])[C:5]([O:9][CH2:19][CH2:20][CH2:21][CH2:22][CH2:23][CH2:24][CH2:25][CH3:26])=[C:4]([O:10][CH3:11])[CH:3]=1.